The task is: Predict the product of the given reaction.. This data is from Forward reaction prediction with 1.9M reactions from USPTO patents (1976-2016). (1) Given the reactants [CH3:1][O:2][C:3]1[CH:8]=[CH:7][C:6]([C@H:9]([N:11]2[C:15](=[O:16])[CH2:14][C@@H:13]([CH:17]=[O:18])[CH2:12]2)[CH3:10])=[CH:5][CH:4]=1.[F-].C([N+](CCCC)(CCCC)CCCC)CCC.C[Si](C)(C)[C:39]([F:42])([F:41])[F:40], predict the reaction product. The product is: [CH3:1][O:2][C:3]1[CH:8]=[CH:7][C:6]([C@H:9]([N:11]2[CH2:12][C@H:13]([CH:17]([OH:18])[C:39]([F:42])([F:41])[F:40])[CH2:14][C:15]2=[O:16])[CH3:10])=[CH:5][CH:4]=1. (2) Given the reactants [NH2:1][C:2]1[N:7]=[C:6]([Cl:8])[C:5]([C:9]#[N:10])=[C:4](S(C)=O)[N:3]=1.[CH3:14][C:15]1[C:16]([CH2:21][OH:22])=[N:17][CH:18]=[CH:19][CH:20]=1.C1CCN2C(=NCCC2)CC1.O, predict the reaction product. The product is: [NH2:1][C:2]1[N:7]=[C:6]([Cl:8])[C:5]([C:9]#[N:10])=[C:4]([O:22][CH2:21][C:16]2[C:15]([CH3:14])=[CH:20][CH:19]=[CH:18][N:17]=2)[N:3]=1.